This data is from Catalyst prediction with 721,799 reactions and 888 catalyst types from USPTO. The task is: Predict which catalyst facilitates the given reaction. (1) Reactant: Br[C:2]1[N:7]=[C:6]([NH:8][CH2:9][C:10]2[CH:15]=[CH:14][CH:13]=[CH:12][C:11]=2[OH:16])[CH:5]=[N:4][CH:3]=1.[CH3:17][OH:18].[OH-].[Na+].[Cl-].[NH4+]. Product: [CH3:17][O:18][C:2]1[N:7]=[C:6]([NH:8][CH2:9][C:10]2[CH:15]=[CH:14][CH:13]=[CH:12][C:11]=2[OH:16])[CH:5]=[N:4][CH:3]=1. The catalyst class is: 13. (2) Reactant: [C:1]([C:5]1[CH:10]=[CH:9][C:8]([S:11]([NH:14][C:15]2[CH:20]=[CH:19][C:18]([Cl:21])=[CH:17][C:16]=2[CH:22](Cl)[C:23]2[CH:28]=[CH:27][N:26]=[CH:25][CH:24]=2)(=[O:13])=[O:12])=[CH:7][CH:6]=1)([CH3:4])([CH3:3])[CH3:2].[C:30](=O)([O-])[O-:31].[K+].[K+]. Product: [C:1]([C:5]1[CH:10]=[CH:9][C:8]([S:11]([NH:14][C:15]2[CH:20]=[CH:19][C:18]([Cl:21])=[CH:17][C:16]=2[CH:22]([O:31][CH3:30])[C:23]2[CH:28]=[CH:27][N:26]=[CH:25][CH:24]=2)(=[O:13])=[O:12])=[CH:7][CH:6]=1)([CH3:4])([CH3:3])[CH3:2]. The catalyst class is: 5. (3) Reactant: Br[C:2]1[CH:7]=[CH:6][C:5]([O:8][Si:9]([CH:16]([CH3:18])[CH3:17])([CH:13]([CH3:15])[CH3:14])[CH:10]([CH3:12])[CH3:11])=[CH:4][CH:3]=1.C([Li])CCC.[CH3:24][O:25][CH2:26][O:27][C:28]1[CH:35]=[C:34]([O:36][CH3:37])[CH:33]=[CH:32][C:29]=1[CH:30]=[O:31].O. Product: [CH3:37][O:36][C:34]1[CH:33]=[CH:32][C:29]([CH:30]([C:2]2[CH:7]=[CH:6][C:5]([O:8][Si:9]([CH:16]([CH3:18])[CH3:17])([CH:13]([CH3:15])[CH3:14])[CH:10]([CH3:12])[CH3:11])=[CH:4][CH:3]=2)[OH:31])=[C:28]([O:27][CH2:26][O:25][CH3:24])[CH:35]=1. The catalyst class is: 7. (4) Reactant: [CH3:1][CH:2]1[N:7]([C:8]2[CH:17]=[CH:16][C:15]3[C:10](=[CH:11][CH:12]=[CH:13][CH:14]=3)[N:9]=2)[CH2:6][CH2:5][N:4](C(OC(C)(C)C)=O)[CH2:3]1. Product: [CH3:1][CH:2]1[CH2:3][NH:4][CH2:5][CH2:6][N:7]1[C:8]1[CH:17]=[CH:16][C:15]2[C:10](=[CH:11][CH:12]=[CH:13][CH:14]=2)[N:9]=1. The catalyst class is: 330. (5) Reactant: [ClH:1].[CH3:2][CH:3]([CH3:45])[CH2:4][CH2:5][N:6]([CH2:40][CH2:41][CH:42]([CH3:44])[CH3:43])[C:7]([C:9]1[CH:10]=[CH:11][C:12]2[N:16]=[C:15]([NH:17][C:18]3[CH:27]=[CH:26][C:21]([C:22]([O:24][CH3:25])=[O:23])=[CH:20][CH:19]=3)[N:14]([CH2:28][CH2:29][CH2:30][NH:31]C(OC(C)(C)C)=O)[C:13]=2[CH:39]=1)=[O:8]. Product: [ClH:1].[ClH:1].[NH2:31][CH2:30][CH2:29][CH2:28][N:14]1[C:13]2[CH:39]=[C:9]([C:7]([N:6]([CH2:5][CH2:4][CH:3]([CH3:2])[CH3:45])[CH2:40][CH2:41][CH:42]([CH3:44])[CH3:43])=[O:8])[CH:10]=[CH:11][C:12]=2[N:16]=[C:15]1[NH:17][C:18]1[CH:27]=[CH:26][C:21]([C:22]([O:24][CH3:25])=[O:23])=[CH:20][CH:19]=1. The catalyst class is: 155. (6) Reactant: [OH:1][C:2]1[CH:11]=[C:10]2[C:5]([C:6](=O)[CH:7]=[CH:8][O:9]2)=[CH:4][CH:3]=1.[H][H]. Product: [OH:1][C:2]1[CH:11]=[C:10]2[C:5]([CH2:6][CH2:7][CH2:8][O:9]2)=[CH:4][CH:3]=1. The catalyst class is: 349. (7) Reactant: [OH:1][C:2]1[CH:9]=[CH:8][C:5]([CH:6]=[O:7])=[C:4]([O:10][CH3:11])[CH:3]=1.Br[CH2:13][CH2:14][CH2:15][O:16][Si:17]([C:20]([CH3:23])([CH3:22])[CH3:21])([CH3:19])[CH3:18].C(OC([O-])=O)([O-])=O.[K+].[K+]. Product: [Si:17]([O:16][CH2:15][CH2:14][CH2:13][O:1][C:2]1[CH:9]=[CH:8][C:5]([CH:6]=[O:7])=[C:4]([O:10][CH3:11])[CH:3]=1)([C:20]([CH3:21])([CH3:22])[CH3:23])([CH3:19])[CH3:18]. The catalyst class is: 18. (8) Reactant: C(OC(=O)[NH:7][C:8]1[CH:13]=[C:12]([N:14]([CH:16]([CH3:18])[CH3:17])[CH3:15])[C:11]([C:19]([F:22])([F:21])[F:20])=[CH:10][C:9]=1[NH:23][C:24](=[O:40])[CH2:25][C:26]([C:28]1[CH:33]=[CH:32][CH:31]=[C:30]([C:34]2[O:38][N:37]=[C:36]([CH3:39])[CH:35]=2)[CH:29]=1)=O)(C)(C)C.C(O)(C(F)(F)F)=O. Product: [CH:16]([N:14]([CH3:15])[C:12]1[C:11]([C:19]([F:20])([F:21])[F:22])=[CH:10][C:9]2[NH:23][C:24](=[O:40])[CH2:25][C:26]([C:28]3[CH:33]=[CH:32][CH:31]=[C:30]([C:34]4[O:38][N:37]=[C:36]([CH3:39])[CH:35]=4)[CH:29]=3)=[N:7][C:8]=2[CH:13]=1)([CH3:17])[CH3:18]. The catalyst class is: 2. (9) Reactant: C[O:2][C:3](=[O:36])[CH2:4][NH:5][C:6]([C:8]1[N:9]=[C:10]([NH:13][C:14]([NH:16][CH2:17][C:18]2[CH:23]=[CH:22][CH:21]=[CH:20][C:19]=2[O:24][CH2:25][CH2:26][CH2:27][NH:28][C:29]([O:31][C:32]([CH3:35])([CH3:34])[CH3:33])=[O:30])=[O:15])[S:11][CH:12]=1)=[O:7].O[Li].O. Product: [C:32]([O:31][C:29]([NH:28][CH2:27][CH2:26][CH2:25][O:24][C:19]1[CH:20]=[CH:21][CH:22]=[CH:23][C:18]=1[CH2:17][NH:16][C:14](=[O:15])[NH:13][C:10]1[S:11][CH:12]=[C:8]([C:6]([NH:5][CH2:4][C:3]([OH:36])=[O:2])=[O:7])[N:9]=1)=[O:30])([CH3:35])([CH3:33])[CH3:34]. The catalyst class is: 20. (10) Reactant: [CH:1]1([NH:4][C:5](=[O:42])[NH:6][C:7]2[N:12]=[CH:11][C:10]([O:13][C:14]3[CH:19]=[CH:18][N:17]=[C:16]4[CH:20]=[C:21]([C:23]5[N:28]=[CH:27][C:26]([CH2:29][N:30]([CH2:38][CH2:39][O:40][CH3:41])C(=O)OC(C)(C)C)=[CH:25][CH:24]=5)[S:22][C:15]=34)=[CH:9][CH:8]=2)[CH2:3][CH2:2]1.C(O)(C(F)(F)F)=O. Product: [CH:1]1([NH:4][C:5]([NH:6][C:7]2[CH:8]=[CH:9][C:10]([O:13][C:14]3[CH:19]=[CH:18][N:17]=[C:16]4[CH:20]=[C:21]([C:23]5[CH:24]=[CH:25][C:26]([CH2:29][NH:30][CH2:38][CH2:39][O:40][CH3:41])=[CH:27][N:28]=5)[S:22][C:15]=34)=[CH:11][N:12]=2)=[O:42])[CH2:2][CH2:3]1. The catalyst class is: 2.